This data is from Forward reaction prediction with 1.9M reactions from USPTO patents (1976-2016). The task is: Predict the product of the given reaction. Given the reactants [OH-].[K+].[CH2:3](Br)[CH:4]=[CH2:5].C1OCCOCCOCCOCCOCCOC1.[OH:25][CH:26]1[CH2:43][CH2:42][C:29]2([CH2:34][CH2:33][N:32]([C:35]([O:37][C:38]([CH3:41])([CH3:40])[CH3:39])=[O:36])[CH2:31][CH2:30]2)[CH2:28][CH2:27]1, predict the reaction product. The product is: [CH2:3]([O:25][CH:26]1[CH2:27][CH2:28][C:29]2([CH2:34][CH2:33][N:32]([C:35]([O:37][C:38]([CH3:39])([CH3:40])[CH3:41])=[O:36])[CH2:31][CH2:30]2)[CH2:42][CH2:43]1)[CH:4]=[CH2:5].